From a dataset of Full USPTO retrosynthesis dataset with 1.9M reactions from patents (1976-2016). Predict the reactants needed to synthesize the given product. Given the product [Cl:20][C:15]1[CH:14]=[CH:13][C:12]2[C:11]3[C:2]([N:25]([CH3:26])[CH3:23])=[N:3][C:4]4[C:9]([C:10]=3[C:18](=[O:19])[C:17]=2[CH:16]=1)=[CH:8][CH:7]=[CH:6][CH:5]=4.[CH2:23]([N:25]([CH2:29][CH3:30])[CH2:26][CH2:27][NH:28][C:2]1[C:11]2[C:12]3[CH:13]=[CH:14][CH:15]=[CH:16][C:17]=3[C:18](=[O:19])[C:10]=2[C:9]2[C:4](=[CH:5][CH:6]=[CH:7][CH:8]=2)[N:3]=1)[CH3:24], predict the reactants needed to synthesize it. The reactants are: Cl[C:2]1[C:11]2[C:12]3[CH:13]=[CH:14][C:15]([Cl:20])=[CH:16][C:17]=3[C:18](=[O:19])[C:10]=2[C:9]2[C:4](=[CH:5][CH:6]=[CH:7][CH:8]=2)[N:3]=1.CN.[CH2:23]([N:25]([CH2:29][CH3:30])[CH2:26][CH2:27][NH2:28])[CH3:24].C(N(CC)C(C)C)(C)C.